This data is from Drug-target binding data from BindingDB using Kd measurements. The task is: Regression. Given a target protein amino acid sequence and a drug SMILES string, predict the binding affinity score between them. We predict pKd (pKd = -log10(Kd in M); higher means stronger binding). Dataset: bindingdb_kd. (1) The compound is CO[C@@H]1[C@H](N(C)C(=O)c2ccccc2)C[C@H]2O[C@]1(C)n1c3ccccc3c3c4c(c5c6ccccc6n2c5c31)C(=O)NC4. The target protein (Q8TDR2) has sequence MGHQESPLARAPAGGAAYVKRLCKGLSWREHVESHGSLGAQASPASAAAAEGSATRRARAATSRAARSRRQPGPGADHPQAGAPGGKRAARKWRCAGQVTIQGPAPPRPRAGRRDEAGGARAAPLLLPPPPAAMETGKDGARRGTQSPERKRRSPVPRAPSTKLRPAAAARAMDPVAAEAPGEAFLARRRPEGGGGSARPRYSLLAEIGRGSYGVVYEAVAGRSGARVAVKKIRCDAPENVELALAEFWALTSLKRRHQNVVQFEECVLQRNGLAQRMSHGNKSSQLYLRLVETSLKGERILGYAEEPCYLWFVMEFCEGGDLNQYVLSRRPDPATNKSFMLQLTSAIAFLHKNHIVHRDLKPDNILITERSGTPILKVADFGLSKVCAGLAPRGKEGNQDNKNVNVNKYWLSSACGSDFYMAPEVWEGHYTAKADIFALGIIIWAMIERITFIDSETKKELLGTYIKQGTEIVPVGEALLENPKMELHIPQKRRTSMSE.... The pKd is 5.0. (2) The drug is CC(C)C[C@H](NC(=O)[C@H](CC(=O)O)NC(=O)[C@H](CC(C)C)NC(=O)[C@]1(C)CCCCCCCCCCCC[C@](C)(NC(=O)CNC(=O)[C@H](CCC(N)=O)NC(=O)COCCOCCNC(=S)Nc2ccc3c(c2)C(=O)OC32c3ccc(O)cc3Oc3cc(O)ccc32)C(=O)N[C@@H](CC(C)C)C(=O)N[C@@H](CCC(N)=O)C(=O)N1)C(=O)N[C@@H](C)C(=O)N[C@@H](CO)C(N)=O. The target protein (P63104) has sequence MDKNELVQKAKLAEQAERYDDMAACMKSVTEQGAELSNEERNLLSVAYKNVVGARRSSWRVVSSIEQKTEGAEKKQQMAREYREKIETELRDICNDVLSLLEKFLIPNASQAESKVFYLKMKGDYYRYLAEVAAGDDKKGIVDQSQQAYQEAFEISKKEMQPTHPIRLGLALNFSVFYYEILNSPEKACSLAKTAFDEAIAELDTLSEESYKDSTLIMQLLRDNLTLWTSDTQGDEAEAGEGGEN. The pKd is 6.3. (3) The target protein sequence is MCTVVDPRIVRRYLLRRQLGQGAYGIVWKAVDRRTGEVVAIKKIFDAFRDKTDAQRTFREITLLQEFGDHPNIISLLDVIRAENDRDIYLVFEFMDTDLNAVIRKGGLLQDVHVRSIFYQLLRATRFLHSGHVVHRDQKPSNVLLDANCTVKLCDFGLARSLGDLPEGPEDQAVTEYVATRWYRAPEVLLSSHRYTLGVDMWSLGCILGEMLRGRPLFPGTSTLHQLELILETIPPPSEEDLLALGSGCRASVLHQLGSRPRQTLDALLPPDTSPEALDLLRRLLVFAPDKRLSATQALQHPYVQRFHCPSDEWAREADVRPRAHEGVQLSVPEYRSRVYQMILECGGSSGTSREKGPEGVSPSQAHLHKPRADPQLPSRTPVQGPRPRPQSSPGHDPAEHESPRAAKNVPRQNSAPLLQTALLGNGERPPGAKEAPPLTLSLVKPSGRGAAPSLTSQAAAQVANQALIRGDWNRGGGVRVASVQQVPPRLPPEARPGRR.... The small molecule is CS(=O)c1ccc(-c2nc(-c3ccncc3)c(-c3ccc(F)cc3)[nH]2)cc1. The pKd is 5.0. (4) The drug is C[C@@H](O)[C@H](NC(=O)[C@H](Cc1ccc(F)cc1)NC(=O)CNC(=O)CNC(=O)CNC(=O)c1ccccc1)C(=O)NCC(=O)N[C@H]1CCCCNC(=O)C[C@@H](C(=O)N[C@@H](CCCN=C(N)N)C(=O)N[C@@H](CCCCN)C(=O)N[C@H]2CCCCNC(=O)C[C@@H](C(N)=O)NC(=O)[C@H](CCC(N)=O)NC(=O)[C@H](CC(N)=O)NC(=O)[C@H](CCCCN)NC2=O)NC(=O)[C@H](CO)NC(=O)[C@H](CCCCN)NC(=O)[C@H](CCCN=C(N)N)NC1=O. The target protein (P35377) has sequence MESLFPAPFWEVLYGSHFQGNLSLLNETVPHHLLLNASHSAFLPLGLKVTIVGLYLAVCIGGLLGNCLVMYVILRHTKMKTATNIYIFNLALADTLVLLTLPFQGTDILLGFWPFGNALCKTVIAIDYYNMFTSTFTLTAMSVDRYVAICHPIRALDVRTSSKAQAVNVAIWALASVVGVPVAIMGSAQVEDEEIECLVEIPAPQDYWGPVFAICIFLFSFIIPVLIISVCYSLMIRRLRGVRLLSGSREKDRNLRRITRLVLVVVAVFVGCWTPVQVFVLVQGLGVQPGSETAVAILRFCTALGYVNSCLNPILYAFLDENFKACFRKFCCASALHREMQVSDRVRSIAKDVGLGCKTSETVPRPA. The pKd is 8.7. (5) The small molecule is CCN(CC)CCCC(C)Nc1c2ccc(Cl)cc2nc2ccc(OC)cc12. The target protein (P02752) has sequence MLRFAITLFAVITSSTCQQYGCLEGDTHKANPSPEPNMHECTLYSESSCCYANFTEQLAHSPIIKVSNSYWNRCGQLSKSCEDFTKKIECFYRCSPHAARWIDPRYTAAIQSVPLCQSFCDDWYEACKDDSICAHNWLTDWERDESGENHCKSKCVPYSEMYANGTDMCQSMWGESFKVSESSCLCLQMNKKDMVAIKHLLSESSEESSSMSSSEEHACQKKLLKFEALQQEEGEERR. The pKd is 6.6.